From a dataset of Retrosynthesis with 50K atom-mapped reactions and 10 reaction types from USPTO. Predict the reactants needed to synthesize the given product. Given the product N#Cc1cnc(Nc2cc(N3CCCC(NC(=O)C(F)(F)F)C3)ncn2)s1, predict the reactants needed to synthesize it. The reactants are: N#Cc1cnc(Cl)s1.Nc1cc(N2CCCC(NC(=O)C(F)(F)F)C2)ncn1.